From a dataset of Full USPTO retrosynthesis dataset with 1.9M reactions from patents (1976-2016). Predict the reactants needed to synthesize the given product. (1) The reactants are: [Br:1][C:2]1[CH:3]=[C:4](/[C:8](/[CH3:17])=[CH:9]/[C:10]([O:12]C(C)(C)C)=[O:11])[CH:5]=[CH:6][CH:7]=1. Given the product [Br:1][C:2]1[CH:3]=[C:4](/[C:8](/[CH3:17])=[CH:9]/[C:10]([OH:12])=[O:11])[CH:5]=[CH:6][CH:7]=1, predict the reactants needed to synthesize it. (2) The reactants are: [I:1]I.C([O-])([O-])=O.[Na+].[Na+].[OH:9][C:10]1[CH:11]=[CH:12][C:13]([C:16]([O:18][CH3:19])=[O:17])=[N:14][CH:15]=1.Cl. Given the product [OH:9][C:10]1[CH:11]=[CH:12][C:13]([C:16]([O:18][CH3:19])=[O:17])=[N:14][C:15]=1[I:1], predict the reactants needed to synthesize it. (3) Given the product [OH:28][C@@H:25]1[CH2:26][CH2:27][N:23]([C:18]([C:12]2[S:13][C:14]3[CH2:15][CH2:16][O:17][C:8]4[CH:7]=[C:6]([C:4]5[CH:3]=[N:2][NH:1][CH:5]=5)[CH:22]=[CH:21][C:9]=4[C:10]=3[N:11]=2)=[O:19])[CH2:24]1, predict the reactants needed to synthesize it. The reactants are: [NH:1]1[CH:5]=[C:4]([C:6]2[CH:22]=[CH:21][C:9]3[C:10]4[N:11]=[C:12]([C:18](O)=[O:19])[S:13][C:14]=4[CH2:15][CH2:16][O:17][C:8]=3[CH:7]=2)[CH:3]=[N:2]1.[NH:23]1[CH2:27][CH2:26][C@@H:25]([OH:28])[CH2:24]1. (4) Given the product [C:16]([O:20][C:21]([N:23]([C@H:25]1[CH2:29][CH2:28][N:27]([S:12]([C:10]2[C:11]3[C:2]([F:1])=[CH:3][N:4]=[CH:5][C:6]=3[CH:7]=[CH:8][CH:9]=2)(=[O:14])=[O:13])[CH2:26]1)[CH3:24])=[O:22])([CH3:19])([CH3:17])[CH3:18].[ClH:15], predict the reactants needed to synthesize it. The reactants are: [F:1][C:2]1[C:11]2[C:10]([S:12]([Cl:15])(=[O:14])=[O:13])=[CH:9][CH:8]=[CH:7][C:6]=2[CH:5]=[N:4][CH:3]=1.[C:16]([O:20][C:21]([N:23]([C@H:25]1[CH2:29][CH2:28][NH:27][CH2:26]1)[CH3:24])=[O:22])([CH3:19])([CH3:18])[CH3:17].BrC1C2C(S(Cl)(=O)=O)=CC=CC=2C=NC=1.C(OC(N(C1CCNC1)C)=O)(C)(C)C. (5) Given the product [Br:14][CH2:2][C:1]([C:4]1[CH:9]=[CH:8][CH:7]=[CH:6][CH:5]=1)=[O:3], predict the reactants needed to synthesize it. The reactants are: [C:1]([C:4]1[CH:9]=[CH:8][CH:7]=[CH:6][CH:5]=1)(=[O:3])[CH3:2].C(O)(=O)C.[Br:14]Br. (6) The reactants are: [NH2:1][C:2]1[C:7]([N+:8]([O-:10])=[O:9])=[CH:6][CH:5]=[CH:4][N:3]=1.[CH2:11]([C:14](=[CH2:20])[C:15]([O:17][CH2:18][CH3:19])=[O:16])[CH2:12][CH3:13].N12CCCN=C1CCCCC2.O. Given the product [CH2:18]([O:17][C:15](=[O:16])[CH:14]([CH2:20][NH:1][C:2]1[C:7]([N+:8]([O-:10])=[O:9])=[CH:6][CH:5]=[CH:4][N:3]=1)[CH2:11][CH2:12][CH3:13])[CH3:19], predict the reactants needed to synthesize it. (7) The reactants are: [CH3:1][O:2][C:3]1[CH:12]=[C:11]2[C:6]([CH2:7][CH2:8][CH2:9][CH:10]2[C:13]([OH:15])=O)=[CH:5][CH:4]=1.[C:16]([CH2:18][CH2:19][CH2:20][NH:21][C:22]1[CH:27]=[CH:26][C:25]([CH:28]([CH3:30])[CH3:29])=[CH:24][CH:23]=1)#[N:17]. Given the product [C:16]([CH2:18][CH2:19][CH2:20][N:21]([C:22]1[CH:23]=[CH:24][C:25]([CH:28]([CH3:30])[CH3:29])=[CH:26][CH:27]=1)[C:13]([CH:10]1[C:11]2[C:6](=[CH:5][CH:4]=[C:3]([O:2][CH3:1])[CH:12]=2)[CH2:7][CH2:8][CH2:9]1)=[O:15])#[N:17], predict the reactants needed to synthesize it. (8) Given the product [F:1][C:2]1[CH:18]=[C:17]([N+:19]([O-:21])=[O:20])[CH:16]=[CH:15][C:3]=1[O:4][C:5]1[CH:10]=[CH:9][N:8]=[C:7]2[CH:11]=[C:12]([C:23]3[CH:30]=[CH:29][C:26]([CH:27]=[O:28])=[CH:25][N:24]=3)[S:13][C:6]=12, predict the reactants needed to synthesize it. The reactants are: [F:1][C:2]1[CH:18]=[C:17]([N+:19]([O-:21])=[O:20])[CH:16]=[CH:15][C:3]=1[O:4][C:5]1[CH:10]=[CH:9][N:8]=[C:7]2[CH:11]=[C:12](I)[S:13][C:6]=12.Br[C:23]1[CH:30]=[CH:29][C:26]([CH:27]=[O:28])=[CH:25][N:24]=1.C[Sn](C)(C)[Sn](C)(C)C.